From a dataset of Full USPTO retrosynthesis dataset with 1.9M reactions from patents (1976-2016). Predict the reactants needed to synthesize the given product. (1) The reactants are: [Br:1][C:2]1[CH:7]=[CH:6][C:5]([S:8](Cl)(=[O:10])=[O:9])=[CH:4][CH:3]=1.[S:12]1(=[O:19])(=[O:18])[CH2:16][CH2:15][CH:14]([NH2:17])[CH2:13]1. Given the product [Br:1][C:2]1[CH:7]=[CH:6][C:5]([S:8]([NH:17][CH:14]2[CH2:15][CH2:16][S:12](=[O:19])(=[O:18])[CH2:13]2)(=[O:10])=[O:9])=[CH:4][CH:3]=1, predict the reactants needed to synthesize it. (2) Given the product [CH3:10][C:11]1[N:25]([C:22]2[CH:23]=[CH:24][C:19]([S:16]([NH2:15])(=[O:17])=[O:18])=[CH:20][CH:21]=2)[C:5]([C:4]2[CH:3]=[C:2]([CH3:1])[CH:9]=[CH:8][CH:7]=2)=[CH:13][CH:12]=1, predict the reactants needed to synthesize it. The reactants are: [CH3:1][C:2]1[CH:3]=[C:4]([CH:7]=[CH:8][CH:9]=1)[CH:5]=O.[CH3:10][C:11](=O)[CH:12]=[CH2:13].[NH2:15][S:16]([C:19]1[CH:24]=[CH:23][C:22]([NH2:25])=[CH:21][CH:20]=1)(=[O:18])=[O:17].